Binary Classification. Given a drug SMILES string, predict its activity (active/inactive) in a high-throughput screening assay against a specified biological target. From a dataset of Tyrosyl-DNA phosphodiesterase HTS with 341,365 compounds. (1) The result is 0 (inactive). The compound is O1c2cc3C(CC(=O)Nc3cc2OCC1)c1c(OCC)c(OC)ccc1. (2) The result is 0 (inactive). The drug is O(c1c2c3C(C(CC(c3c(c1O)C)\C=C(/C)C)C)CCC2C)C1OC(C(O)C(OC(=O)C)C1O)C. (3) The drug is O1c2c(OCC1)ccc(c2)c1onc(c1)C(=O)Nc1cc(ccc1)C(=O)C. The result is 0 (inactive). (4) The drug is Brc1cc2c(=O)n(Cc3ccc(cc3)C(=O)NCc3ncccc3)c(=S)[nH]c2cc1. The result is 0 (inactive). (5) The drug is O=C(N1CCN(CC1)C(=O)c1occc1)COC(=O)C=1OCCOC1. The result is 0 (inactive). (6) The compound is Clc1n(nc(c1C(=O)NCc1n(c(cc1)C)C)C)Cc1ccccc1. The result is 0 (inactive). (7) The compound is S(=O)(=O)(Nc1ccc(OCC)cc1)c1cc(c(OC)cc1)C. The result is 0 (inactive). (8) The compound is Clc1c(COc2c(C3NC(=O)NC(=C3C(OCC)=O)C)cccc2)c(F)ccc1. The result is 0 (inactive).